Predict the reactants needed to synthesize the given product. From a dataset of Full USPTO retrosynthesis dataset with 1.9M reactions from patents (1976-2016). (1) Given the product [C:1]([C:5]1[CH:10]=[CH:9][C:8]([N:11]2[C:15](=[O:16])[C:14]([CH3:18])([CH3:17])[N:13]([CH2:19][C:20]3[CH:25]=[CH:24][N:23]=[C:22]([NH:28][C:27]([N:31]4[CH2:36][CH2:35][O:34][CH2:33][CH2:32]4)=[O:26])[CH:21]=3)[C:12]2=[O:30])=[CH:7][CH:6]=1)([CH3:4])([CH3:3])[CH3:2], predict the reactants needed to synthesize it. The reactants are: [C:1]([C:5]1[CH:10]=[CH:9][C:8]([N:11]2[C:15](=[O:16])[C:14]([CH3:18])([CH3:17])[N:13]([CH2:19][C:20]3[CH:25]=[CH:24][N:23]4[O:26][C:27](=S)[N:28]=[C:22]4[CH:21]=3)[C:12]2=[O:30])=[CH:7][CH:6]=1)([CH3:4])([CH3:3])[CH3:2].[NH:31]1[CH2:36][CH2:35][O:34][CH2:33][CH2:32]1. (2) Given the product [F:10][C:11]1[CH:16]=[CH:15][CH:14]=[CH:13][C:12]=1[CH:17]([O:41][C:4]1[CH:5]=[CH:6][CH:7]=[CH:8][C:3]=1[O:2][CH3:1])[CH2:18][CH2:19][CH2:20][CH2:21][CH2:22][N:23]1[CH2:24][CH2:25][CH:26]([C:29]2[CH:30]=[C:31]([NH:35][C:36](=[O:40])[CH:37]([CH3:38])[CH3:39])[CH:32]=[CH:33][CH:34]=2)[CH2:27][CH2:28]1, predict the reactants needed to synthesize it. The reactants are: [CH3:1][O:2][C:3]1[CH:8]=[CH:7][CH:6]=[CH:5][C:4]=1O.[F:10][C:11]1[CH:16]=[CH:15][CH:14]=[CH:13][C:12]=1[CH:17]([OH:41])[CH2:18][CH2:19][CH2:20][CH2:21][CH2:22][N:23]1[CH2:28][CH2:27][CH:26]([C:29]2[CH:30]=[C:31]([NH:35][C:36](=[O:40])[CH:37]([CH3:39])[CH3:38])[CH:32]=[CH:33][CH:34]=2)[CH2:25][CH2:24]1. (3) Given the product [CH3:32][C:17]1[C:18]2[CH:24]=[C:23]([O:25][C:26]3[CH:31]=[CH:30][CH:29]=[CH:28][CH:27]=3)[CH:22]=[CH:21][C:19]=2[S:20][C:16]=1[C:14]1[CH:13]=[CH:12][N:6]=[C:7]([NH2:9])[N:8]=1, predict the reactants needed to synthesize it. The reactants are: CC[O-].[Na+].Cl.[NH2:6][C:7]([NH2:9])=[NH:8].CN(C)/[CH:12]=[CH:13]/[C:14]([C:16]1[S:20][C:19]2[CH:21]=[CH:22][C:23]([O:25][C:26]3[CH:31]=[CH:30][CH:29]=[CH:28][CH:27]=3)=[CH:24][C:18]=2[C:17]=1[CH3:32])=O. (4) Given the product [Cl:15][C:16]1[CH:21]=[CH:20][C:19]([C:2]2[C:3]3[N:4]([N:11]=[C:12]([NH2:14])[N:13]=3)[CH:5]=[C:6]([CH:8]3[CH2:10][CH2:9]3)[CH:7]=2)=[CH:18][CH:17]=1, predict the reactants needed to synthesize it. The reactants are: Br[C:2]1[C:3]2[N:4]([N:11]=[C:12]([NH2:14])[N:13]=2)[CH:5]=[C:6]([CH:8]2[CH2:10][CH2:9]2)[CH:7]=1.[Cl:15][C:16]1[CH:21]=[CH:20][C:19](B(O)O)=[CH:18][CH:17]=1.C([O-])([O-])=O.[Na+].[Na+].C(Cl)Cl. (5) Given the product [N:31]1([CH2:30][CH2:29][N:27]2[CH:28]=[C:24]([C:2]3[CH:3]=[N:4][C:5]([C:8]4[CH:9]=[C:10]([CH2:14][OH:15])[CH:11]=[CH:12][CH:13]=4)=[N:6][CH:7]=3)[CH:25]=[N:26]2)[CH2:32][CH2:33][O:34][CH2:35][CH2:36]1, predict the reactants needed to synthesize it. The reactants are: Br[C:2]1[CH:3]=[N:4][C:5]([C:8]2[CH:9]=[C:10]([CH2:14][OH:15])[CH:11]=[CH:12][CH:13]=2)=[N:6][CH:7]=1.CC1(C)C(C)(C)OB([C:24]2[CH:25]=[N:26][N:27]([CH2:29][CH2:30][N:31]3[CH2:36][CH2:35][O:34][CH2:33][CH2:32]3)[CH:28]=2)O1.O.O.O.P([O-])([O-])([O-])=O.[K+].[K+].[K+].